This data is from Full USPTO retrosynthesis dataset with 1.9M reactions from patents (1976-2016). The task is: Predict the reactants needed to synthesize the given product. (1) Given the product [NH2:19][C@@H:16]([C:11]1[C:10]([F:26])=[C:9]([C:14]([Cl:15])=[CH:13][CH:12]=1)[O:8][C:7]1[CH:6]=[CH:5][C:4]([CH:2]([OH:1])[CH3:3])=[CH:28][CH:27]=1)[CH2:17][CH3:18], predict the reactants needed to synthesize it. The reactants are: [OH:1][CH:2]([C:4]1[CH:28]=[CH:27][C:7]([O:8][C:9]2[C:10]([F:26])=[C:11]([C@H:16]([NH:19][S@@](C(C)(C)C)=O)[CH2:17][CH3:18])[CH:12]=[CH:13][C:14]=2[Cl:15])=[CH:6][CH:5]=1)[CH3:3].Cl.FC1C(OC2C=CC=CC=2)=C(F)C=CC=1C(N)CC. (2) Given the product [F:44][C:43]([F:46])([F:45])[S:40]([O:15][C:16]1[CH2:21][CH2:20][CH:19]([C:22]2[CH:23]=[CH:24][C:25]([C:26]([O:28][CH2:29][CH3:30])=[O:27])=[CH:31][CH:32]=2)[CH2:18][CH:17]=1)(=[O:42])=[O:41], predict the reactants needed to synthesize it. The reactants are: C(N(C(C)C)CC)(C)C.[Li]CCCC.[O:15]=[C:16]1[CH2:21][CH2:20][CH:19]([C:22]2[CH:32]=[CH:31][C:25]([C:26]([O:28][CH2:29][CH3:30])=[O:27])=[CH:24][CH:23]=2)[CH2:18][CH2:17]1.C1C=CC(N([S:40]([C:43]([F:46])([F:45])[F:44])(=[O:42])=[O:41])[S:40]([C:43]([F:46])([F:45])[F:44])(=[O:42])=[O:41])=CC=1. (3) Given the product [CH3:26][O:27][C:28](=[O:39])[C:29]1[CH:34]=[CH:33][C:32]([NH:35][C:36]([N:17]([C:16]2[N:8]([C:5]3[CH:4]=[CH:3][C:2]([Cl:1])=[CH:7][CH:6]=3)[N:9]=[C:10]3[C:15]=2[CH:14]=[C:13]([F:24])[C:12]([F:25])=[CH:11]3)[CH:18]2[CH2:23][CH2:22][CH2:21][CH2:20][CH2:19]2)=[O:37])=[C:31]([Cl:38])[CH:30]=1, predict the reactants needed to synthesize it. The reactants are: [Cl:1][C:2]1[CH:7]=[CH:6][C:5]([N:8]2[C:16]([NH:17][CH:18]3[CH2:23][CH2:22][CH2:21][CH2:20][CH2:19]3)=[C:15]3[C:10]([CH:11]=[C:12]([F:25])[C:13]([F:24])=[CH:14]3)=[N:9]2)=[CH:4][CH:3]=1.[CH3:26][O:27][C:28](=[O:39])[C:29]1[CH:34]=[CH:33][C:32]([N:35]=[C:36]=[O:37])=[C:31]([Cl:38])[CH:30]=1.CCN(CC)CC. (4) The reactants are: [C:1]([N:8](C)[CH:9]1[CH2:14][CH2:13][CH:12]([N:15]([CH2:28][C:29]2[CH:30]=[C:31](B(O)O)[CH:32]=[CH:33][C:34]=2[O:35][CH3:36])[C:16]([C:18]2[S:22][C:21]3[CH:23]=[CH:24][CH:25]=[CH:26][C:20]=3[C:19]=2[Cl:27])=[O:17])[CH2:11][CH2:10]1)(OC(C)(C)C)=O.Br[C:42]1[CH:43]=[N:44][C:45]([N:48]([CH3:50])[CH3:49])=[N:46][CH:47]=1. Given the product [ClH:27].[ClH:27].[CH3:49][N:48]([CH3:50])[C:45]1[N:44]=[CH:43][C:42]([C:31]2[CH:32]=[CH:33][C:34]([O:35][CH3:36])=[C:29]([CH:30]=2)[CH2:28][N:15]([CH:12]2[CH2:13][CH2:14][CH:9]([NH:8][CH3:1])[CH2:10][CH2:11]2)[C:16]([C:18]2[S:22][C:21]3[CH:23]=[CH:24][CH:25]=[CH:26][C:20]=3[C:19]=2[Cl:27])=[O:17])=[CH:47][N:46]=1, predict the reactants needed to synthesize it. (5) The reactants are: [Br:1][C:2]1[C:11]([CH3:12])=[CH:10][CH:9]=[CH:8][C:3]=1[C:4](OC)=[O:5].[BH4-].[Li+].C1COCC1. Given the product [Br:1][C:2]1[C:11]([CH3:12])=[CH:10][CH:9]=[CH:8][C:3]=1[CH2:4][OH:5], predict the reactants needed to synthesize it.